Dataset: NCI-60 drug combinations with 297,098 pairs across 59 cell lines. Task: Regression. Given two drug SMILES strings and cell line genomic features, predict the synergy score measuring deviation from expected non-interaction effect. (1) Drug 1: COC1=C(C=C2C(=C1)N=CN=C2NC3=CC(=C(C=C3)F)Cl)OCCCN4CCOCC4. Drug 2: CC1OCC2C(O1)C(C(C(O2)OC3C4COC(=O)C4C(C5=CC6=C(C=C35)OCO6)C7=CC(=C(C(=C7)OC)O)OC)O)O. Cell line: M14. Synergy scores: CSS=39.0, Synergy_ZIP=-4.30, Synergy_Bliss=3.93, Synergy_Loewe=4.94, Synergy_HSA=4.68. (2) Drug 1: CN1C(=O)N2C=NC(=C2N=N1)C(=O)N. Drug 2: CC1CCCC2(C(O2)CC(NC(=O)CC(C(C(=O)C(C1O)C)(C)C)O)C(=CC3=CSC(=N3)C)C)C. Cell line: COLO 205. Synergy scores: CSS=39.9, Synergy_ZIP=0.420, Synergy_Bliss=-6.76, Synergy_Loewe=-40.9, Synergy_HSA=-10.1.